This data is from Full USPTO retrosynthesis dataset with 1.9M reactions from patents (1976-2016). The task is: Predict the reactants needed to synthesize the given product. (1) Given the product [NH2:2][CH2:1][C:3]1[N:8]=[C:7]([C:9]2[S:13][C:12]([N:14]3[CH2:19][CH2:18][O:17][CH2:16][CH2:15]3)=[N:11][C:10]=2[C:20]2[C:21]([F:38])=[C:22]([NH:26][S:27]([C:30]3[CH:35]=[C:34]([F:36])[CH:33]=[CH:32][C:31]=3[F:37])(=[O:28])=[O:29])[CH:23]=[CH:24][CH:25]=2)[CH:6]=[CH:5][N:4]=1, predict the reactants needed to synthesize it. The reactants are: [C:1]([C:3]1[N:8]=[C:7]([C:9]2[S:13][C:12]([N:14]3[CH2:19][CH2:18][O:17][CH2:16][CH2:15]3)=[N:11][C:10]=2[C:20]2[C:21]([F:38])=[C:22]([NH:26][S:27]([C:30]3[CH:35]=[C:34]([F:36])[CH:33]=[CH:32][C:31]=3[F:37])(=[O:29])=[O:28])[CH:23]=[CH:24][CH:25]=2)[CH:6]=[CH:5][N:4]=1)#[N:2]. (2) Given the product [Br:1][C:2]1[S:6][C:5]([C:7]([N:11]([CH3:10])[C:12]2[CH:17]=[CH:16][CH:15]=[C:14]([C:18]([F:19])([F:20])[F:21])[CH:13]=2)=[O:8])=[CH:4][CH:3]=1, predict the reactants needed to synthesize it. The reactants are: [Br:1][C:2]1[S:6][C:5]([C:7](Cl)=[O:8])=[CH:4][CH:3]=1.[CH3:10][NH:11][C:12]1[CH:17]=[CH:16][CH:15]=[C:14]([C:18]([F:21])([F:20])[F:19])[CH:13]=1.C(N(CC)CC)C. (3) The reactants are: [C:1]([Si:5]([O:8][CH2:9][C:10]1[CH:15]=[C:14]([CH:16]=[CH2:17])[CH:13]=[C:12]([Cl:18])[CH:11]=1)([CH3:7])[CH3:6])([CH3:4])([CH3:3])[CH3:2].B1C2CCCC1CCC2.[OH-:28].[Na+].OO. Given the product [Si:5]([O:8][CH2:9][C:10]1[CH:15]=[C:14]([CH2:16][CH2:17][OH:28])[CH:13]=[C:12]([Cl:18])[CH:11]=1)([C:1]([CH3:4])([CH3:3])[CH3:2])([CH3:7])[CH3:6], predict the reactants needed to synthesize it. (4) Given the product [ClH:34].[Cl:34][C:9]1[CH:10]=[C:11]([NH:14][C:15]2[C:16]3[N:23]([CH2:24][CH2:25][NH:26][C:27](=[O:33])[CH2:28][C:29]([OH:32])([CH3:30])[CH3:31])[CH:22]=[CH:21][C:17]=3[N:18]=[CH:19][N:20]=2)[CH:12]=[CH:13][C:8]=1[O:7][C:6]1[CH:35]=[CH:36][CH:37]=[C:4](/[C:1](=[N:44]/[O:43][CH2:39][CH:40]([CH3:42])[CH3:41])/[CH3:2])[CH:5]=1, predict the reactants needed to synthesize it. The reactants are: [C:1]([C:4]1[CH:5]=[C:6]([CH:35]=[CH:36][CH:37]=1)[O:7][C:8]1[CH:13]=[CH:12][C:11]([NH:14][C:15]2[C:16]3[N:23]([CH2:24][CH2:25][NH:26][C:27](=[O:33])[CH2:28][C:29]([OH:32])([CH3:31])[CH3:30])[CH:22]=[CH:21][C:17]=3[N:18]=[CH:19][N:20]=2)=[CH:10][C:9]=1[Cl:34])(=O)[CH3:2].Cl.[CH2:39]([O:43][NH2:44])[CH:40]([CH3:42])[CH3:41].C([O-])(=O)C.[Na+].Cl.C(OCC)(=O)C.